Dataset: Forward reaction prediction with 1.9M reactions from USPTO patents (1976-2016). Task: Predict the product of the given reaction. (1) The product is: [OH:1][C:2]1[C:3]([C:30]([NH:32][CH2:33][C:34]([O:36][CH2:42][CH3:43])=[O:35])=[O:60])=[C:4]2[C:9](=[CH:10][CH:11]=1)[N:8]=[C:7]([NH:12][CH2:13][C:14]1[CH:19]=[CH:18][CH:17]=[CH:16][CH:15]=1)[C:6]([C:20]1[CH:25]=[CH:24][CH:23]=[CH:22][CH:21]=1)=[N:5]2. Given the reactants [OH:1][C:2]1[CH:11]=[CH:10][C:9]2[N:8]=[C:7]([NH:12][CH2:13][C:14]3[CH:19]=[CH:18][CH:17]=[CH:16][CH:15]=3)[C:6]([C:20]3[CH:25]=[CH:24][CH:23]=[CH:22][CH:21]=3)=[N:5][C:4]=2[C:3]=1C(O)=O.Cl.[CH2:30]([NH:32][CH2:33][C:34]([OH:36])=[O:35])C.C(N([CH2:42][CH3:43])CC)C.C1CN([P+]([O:60]N2N=NC3C=CC=CC2=3)(N2CCCC2)N2CCCC2)CC1.F[P-](F)(F)(F)(F)F, predict the reaction product. (2) Given the reactants [C:1]([O:5][C:6]([N:8]1[C@H:17]([C:18]([OH:20])=O)[CH2:16][C:15]2[C:10](=[CH:11][C:12]([OH:21])=[CH:13][CH:14]=2)[CH2:9]1)=[O:7])([CH3:4])([CH3:3])[CH3:2].C(Cl)CCl.N1C2C(=NC=CC=2)N(O)N=1.[C@H:36]1([NH2:46])[C:45]2[C:40](=[CH:41][CH:42]=[CH:43][CH:44]=2)[CH2:39][CH2:38][CH2:37]1.CN1CCOCC1, predict the reaction product. The product is: [OH:21][C:12]1[CH:11]=[C:10]2[C:15]([CH2:16][C@@H:17]([C:18](=[O:20])[NH:46][C@H:36]3[C:45]4[C:40](=[CH:41][CH:42]=[CH:43][CH:44]=4)[CH2:39][CH2:38][CH2:37]3)[N:8]([C:6]([O:5][C:1]([CH3:3])([CH3:2])[CH3:4])=[O:7])[CH2:9]2)=[CH:14][CH:13]=1. (3) Given the reactants Cl[C:2]1[N:7]=[C:6]([NH:8][C@@H:9]2[CH2:15][CH2:14][CH2:13][CH2:12][N:11]([C:16]([N:18]([CH3:20])[CH3:19])=[O:17])[CH2:10]2)[CH:5]=[N:4][C:3]=1[C:21]#[N:22].Cl.[CH3:24][C:25]1[CH:29]=[C:28]([NH2:30])[S:27][N:26]=1.C1C=CC(P(C2C(C3C(P(C4C=CC=CC=4)C4C=CC=CC=4)=CC=C4C=3C=CC=C4)=C3C(C=CC=C3)=CC=2)C2C=CC=CC=2)=CC=1.C([O-])([O-])=O.[Cs+].[Cs+], predict the reaction product. The product is: [C:21]([C:3]1[N:4]=[CH:5][C:6]([NH:8][C@@H:9]2[CH2:15][CH2:14][CH2:13][CH2:12][N:11]([C:16]([N:18]([CH3:20])[CH3:19])=[O:17])[CH2:10]2)=[N:7][C:2]=1[NH:30][C:28]1[S:27][N:26]=[C:25]([CH3:24])[CH:29]=1)#[N:22]. (4) Given the reactants C[O:2][C:3]([CH:5]1[CH:10]([NH:11][S:12]([C:15]2[CH:20]=[CH:19][C:18]([O:21][CH2:22][C:23]3[C:32]4[C:27](=[CH:28][CH:29]=[CH:30][CH:31]=4)[N:26]=[C:25]([CH3:33])[CH:24]=3)=[CH:17][CH:16]=2)(=[O:14])=[O:13])[CH2:9][CH2:8][N:7](C(OC(C)(C)C)=O)[CH2:6]1)=[O:4].Cl, predict the reaction product. The product is: [CH3:33][C:25]1[CH:24]=[C:23]([CH2:22][O:21][C:18]2[CH:19]=[CH:20][C:15]([S:12]([NH:11][C@@H:10]3[CH2:9][CH2:8][NH:7][CH2:6][C@@H:5]3[C:3]([OH:4])=[O:2])(=[O:13])=[O:14])=[CH:16][CH:17]=2)[C:32]2[C:27](=[CH:28][CH:29]=[CH:30][CH:31]=2)[N:26]=1. (5) Given the reactants [CH3:1][C:2]1[N:6]2[CH:7]=[C:8]([N+:12]([O-])=O)[CH:9]=[C:10]([CH3:11])[C:5]2=[N:4][N:3]=1.[H][H], predict the reaction product. The product is: [CH3:1][C:2]1[N:6]2[CH:7]=[C:8]([NH2:12])[CH:9]=[C:10]([CH3:11])[C:5]2=[N:4][N:3]=1.